This data is from NCI-60 drug combinations with 297,098 pairs across 59 cell lines. The task is: Regression. Given two drug SMILES strings and cell line genomic features, predict the synergy score measuring deviation from expected non-interaction effect. (1) Drug 2: C1C(C(OC1N2C=C(C(=O)NC2=O)F)CO)O. Cell line: SF-268. Drug 1: C1CC(=O)NC(=O)C1N2CC3=C(C2=O)C=CC=C3N. Synergy scores: CSS=16.2, Synergy_ZIP=-11.0, Synergy_Bliss=-10.1, Synergy_Loewe=-19.8, Synergy_HSA=-7.22. (2) Drug 1: CC1CCC2CC(C(=CC=CC=CC(CC(C(=O)C(C(C(=CC(C(=O)CC(OC(=O)C3CCCCN3C(=O)C(=O)C1(O2)O)C(C)CC4CCC(C(C4)OC)OCCO)C)C)O)OC)C)C)C)OC. Drug 2: C(CCl)NC(=O)N(CCCl)N=O. Cell line: T-47D. Synergy scores: CSS=2.72, Synergy_ZIP=1.23, Synergy_Bliss=3.08, Synergy_Loewe=3.56, Synergy_HSA=3.15. (3) Cell line: A498. Drug 1: CC1C(C(=O)NC(C(=O)N2CCCC2C(=O)N(CC(=O)N(C(C(=O)O1)C(C)C)C)C)C(C)C)NC(=O)C3=C4C(=C(C=C3)C)OC5=C(C(=O)C(=C(C5=N4)C(=O)NC6C(OC(=O)C(N(C(=O)CN(C(=O)C7CCCN7C(=O)C(NC6=O)C(C)C)C)C)C(C)C)C)N)C. Synergy scores: CSS=20.2, Synergy_ZIP=-8.36, Synergy_Bliss=-1.21, Synergy_Loewe=-26.8, Synergy_HSA=-3.97. Drug 2: CC=C1C(=O)NC(C(=O)OC2CC(=O)NC(C(=O)NC(CSSCCC=C2)C(=O)N1)C(C)C)C(C)C. (4) Drug 1: C1CCN(CC1)CCOC2=CC=C(C=C2)C(=O)C3=C(SC4=C3C=CC(=C4)O)C5=CC=C(C=C5)O. Drug 2: CN(CCCl)CCCl.Cl. Cell line: CCRF-CEM. Synergy scores: CSS=27.3, Synergy_ZIP=1.82, Synergy_Bliss=-2.21, Synergy_Loewe=-26.1, Synergy_HSA=-5.16. (5) Cell line: SK-MEL-28. Drug 1: C1CNP(=O)(OC1)N(CCCl)CCCl. Synergy scores: CSS=1.35, Synergy_ZIP=2.00, Synergy_Bliss=5.05, Synergy_Loewe=2.13, Synergy_HSA=2.30. Drug 2: C(CN)CNCCSP(=O)(O)O.